From a dataset of Peptide-MHC class I binding affinity with 185,985 pairs from IEDB/IMGT. Regression. Given a peptide amino acid sequence and an MHC pseudo amino acid sequence, predict their binding affinity value. This is MHC class I binding data. (1) The peptide sequence is FLEQGGFKA. The MHC is HLA-A69:01 with pseudo-sequence HLA-A69:01. The binding affinity (normalized) is 0.298. (2) The peptide sequence is AIANQATVL. The MHC is HLA-B07:02 with pseudo-sequence HLA-B07:02. The binding affinity (normalized) is 0.784. (3) The peptide sequence is GSGDDTWLI. The MHC is HLA-B46:01 with pseudo-sequence HLA-B46:01. The binding affinity (normalized) is 0.0847. (4) The peptide sequence is VFSEIATSV. The MHC is H-2-Kd with pseudo-sequence H-2-Kd. The binding affinity (normalized) is 0.175. (5) The peptide sequence is LQPSDTLLF. The MHC is HLA-B18:01 with pseudo-sequence HLA-B18:01. The binding affinity (normalized) is 0.0847. (6) The peptide sequence is TIEILRNYLR. The MHC is HLA-A31:01 with pseudo-sequence HLA-A31:01. The binding affinity (normalized) is 0.718. (7) The peptide sequence is TSRTLSYYK. The MHC is HLA-A31:01 with pseudo-sequence HLA-A31:01. The binding affinity (normalized) is 0.521. (8) The peptide sequence is AVYSTFLHR. The MHC is HLA-B48:01 with pseudo-sequence HLA-B48:01. The binding affinity (normalized) is 0.0847. (9) The peptide sequence is APAKKAAPA. The MHC is HLA-B35:01 with pseudo-sequence HLA-B35:01. The binding affinity (normalized) is 0.0847. (10) The peptide sequence is RVEESRARL. The MHC is HLA-B48:01 with pseudo-sequence HLA-B48:01. The binding affinity (normalized) is 0.0847.